This data is from Full USPTO retrosynthesis dataset with 1.9M reactions from patents (1976-2016). The task is: Predict the reactants needed to synthesize the given product. (1) Given the product [CH3:23][O:24][N:25]=[C:12]([CH2:11][CH2:10][C:3]1[C:2]([Cl:1])=[CH:7][C:6]([Cl:8])=[CH:5][C:4]=1[Cl:9])[CH3:13], predict the reactants needed to synthesize it. The reactants are: [Cl:1][C:2]1[CH:7]=[C:6]([Cl:8])[CH:5]=[C:4]([Cl:9])[C:3]=1[CH2:10][CH2:11][C:12](=O)[CH3:13].C(N(CC)CC)C.Cl.[CH3:23][O:24][NH2:25]. (2) The reactants are: C1(P(C2CCCCC2)C2C=CC=CC=2C2C(C(C)C)=CC(C(C)C)=CC=2C(C)C)CCCCC1.[CH3:35][O:36][C:37]1[CH:38]=[C:39]([C:43]2[CH:44]=[N:45][C:46]([N:50]3[CH2:55][CH2:54][O:53][CH2:52][CH2:51]3)=[CH:47][C:48]=2[NH2:49])[CH:40]=[N:41][CH:42]=1.Cl[C:57]1[C:66]2[C:61](=[C:62]([Cl:67])[CH:63]=[CH:64][CH:65]=2)[N:60]=[C:59]([C:68]2[CH:73]=[CH:72][CH:71]=[CH:70][N:69]=2)[C:58]=1[CH3:74].CC(C)([O-])C.[Na+]. Given the product [Cl:67][C:62]1[CH:63]=[CH:64][CH:65]=[C:66]2[C:61]=1[N:60]=[C:59]([C:68]1[CH:73]=[CH:72][CH:71]=[CH:70][N:69]=1)[C:58]([CH3:74])=[C:57]2[NH:49][C:48]1[CH:47]=[C:46]([N:50]2[CH2:55][CH2:54][O:53][CH2:52][CH2:51]2)[N:45]=[CH:44][C:43]=1[C:39]1[CH:40]=[N:41][CH:42]=[C:37]([O:36][CH3:35])[CH:38]=1, predict the reactants needed to synthesize it.